Predict the product of the given reaction. From a dataset of Forward reaction prediction with 1.9M reactions from USPTO patents (1976-2016). (1) Given the reactants [CH2:1]([O:3]C(C1C([N+]([O-])=O)=C(NC2C=CC=CC=2OC)N=C(Cl)N=1)=O)C.C(OC([N:32]1[CH2:36][CH2:35][C@H:34]([NH:37][C:38]2[N:43]=[C:42]([C:44](OCC)=[O:45])[C:41]([N+:49]([O-])=O)=[C:40]([NH:52][C:53]3[CH:58]=[CH:57][CH:56]=[CH:55][C:54]=3[O:59][CH3:60])[N:39]=2)[CH2:33]1)=O)(C)(C)C.C([N:68]1CCC(N)C1)(OC(C)(C)C)=O.C(N(C(C)C)CC)(C)C, predict the reaction product. The product is: [CH3:60][O:59][C:54]1[CH:55]=[CH:56][CH:57]=[CH:58][C:53]=1[N:52]1[C:1](=[O:3])[NH:49][C:41]2[C:40]1=[N:39][C:38]([NH:37][C@H:34]1[CH2:35][CH2:36][NH:32][CH2:33]1)=[N:43][C:42]=2[C:44]([NH2:68])=[O:45]. (2) Given the reactants [F:1][C:2]1[CH:3]=[C:4]([C:9]2[CH:14]=[CH:13][C:12]([C:15]([NH:17][C@H:18]([C:26]([O:28][CH3:29])=[O:27])[C@@H:19]([CH3:25])[O:20][C:21]([CH3:24])([CH3:23])[CH3:22])=[O:16])=[C:11]([N+:30]([O-])=O)[CH:10]=2)[CH:5]=[C:6]([F:8])[CH:7]=1, predict the reaction product. The product is: [NH2:30][C:11]1[CH:10]=[C:9]([C:4]2[CH:5]=[C:6]([F:8])[CH:7]=[C:2]([F:1])[CH:3]=2)[CH:14]=[CH:13][C:12]=1[C:15]([NH:17][C@H:18]([C:26]([O:28][CH3:29])=[O:27])[C@@H:19]([CH3:25])[O:20][C:21]([CH3:23])([CH3:22])[CH3:24])=[O:16]. (3) Given the reactants C([NH:8][C@H](C)C1C=CC=CC=1)C1C=CC=CC=1.C([Li])C[CH2:19][CH3:20].[C:22]1([C:27]([O:29][CH3:30])=[O:28])[CH2:26][CH2:25][CH2:24][CH:23]=1.ICC, predict the reaction product. The product is: [NH2:8][C@@H:23]1[CH2:24][CH2:25][CH2:26][C@:22]1([CH2:19][CH3:20])[C:27]([O:29][CH3:30])=[O:28]. (4) Given the reactants C(N(CC)CC)C.[Cl:8][C:9]1[CH:10]=[C:11]([C:17]2[C:18]([CH2:27][N:28]3[C@@H:32]([CH3:33])[C@@H:31]([C:34]4[CH:39]=[CH:38][CH:37]=[C:36]([O:40][C:41]([F:44])([F:43])[F:42])[CH:35]=4)[O:30][C:29]3=[O:45])=[N:19][C:20](S(C)(=O)=O)=[N:21][CH:22]=2)[C:12]([O:15][CH3:16])=[N:13][CH:14]=1.Cl.[F:47][CH:48]1[CH2:51][NH:50][CH2:49]1.Cl, predict the reaction product. The product is: [Cl:8][C:9]1[CH:10]=[C:11]([C:17]2[C:18]([CH2:27][N:28]3[C@@H:32]([CH3:33])[C@@H:31]([C:34]4[CH:39]=[CH:38][CH:37]=[C:36]([O:40][C:41]([F:44])([F:43])[F:42])[CH:35]=4)[O:30][C:29]3=[O:45])=[N:19][C:20]([N:50]3[CH2:51][CH:48]([F:47])[CH2:49]3)=[N:21][CH:22]=2)[C:12]([O:15][CH3:16])=[N:13][CH:14]=1.